From a dataset of Forward reaction prediction with 1.9M reactions from USPTO patents (1976-2016). Predict the product of the given reaction. Given the reactants Br[CH2:2][C:3]([C:5]1[CH:14]=[CH:13][CH:12]=[C:11]2[C:6]=1[CH2:7][CH2:8][N:9]1[C:19](=[O:20])[CH2:18][NH:17][C:16](=[O:21])[CH:15]=[C:10]12)=O.[C:22]([NH2:25])(=[O:24])[CH3:23], predict the reaction product. The product is: [CH3:23][C:22]1[O:24][CH:2]=[C:3]([C:5]2[CH:14]=[CH:13][CH:12]=[C:11]3[C:6]=2[CH2:7][CH2:8][N:9]2[C:19](=[O:20])[CH2:18][NH:17][C:16](=[O:21])[CH:15]=[C:10]23)[N:25]=1.